From a dataset of Reaction yield outcomes from USPTO patents with 853,638 reactions. Predict the reaction yield, written as a fraction of the theoretical maximum amount of product (1.0 means a 100% yield; for example, 0.34 means a 34% yield). (1) The reactants are [CH2:1]([O:8][CH2:9][C:10]([C:13]1[NH:31][C:16]2=[C:17]([C:29]#[N:30])[C:18]([CH3:28])=[C:19]([C:22]3[CH:27]=[CH:26][CH:25]=[CH:24][CH:23]=3)[C:20](=O)[N:15]2[N:14]=1)([CH3:12])[CH3:11])[C:2]1[CH:7]=[CH:6][CH:5]=[CH:4][CH:3]=1.P(Cl)(Cl)([Cl:34])=O. No catalyst specified. The product is [CH2:1]([O:8][CH2:9][C:10]([C:13]1[N:31]=[C:16]2[C:17]([C:29]#[N:30])=[C:18]([CH3:28])[C:19]([C:22]3[CH:27]=[CH:26][CH:25]=[CH:24][CH:23]=3)=[C:20]([Cl:34])[N:15]2[N:14]=1)([CH3:12])[CH3:11])[C:2]1[CH:7]=[CH:6][CH:5]=[CH:4][CH:3]=1. The yield is 0.930. (2) The reactants are C([N:20]1[CH:24]=[C:23]([C:25]2[C:26]([NH2:32])=[N:27][C:28]([NH2:31])=[CH:29][CH:30]=2)[CH:22]=[N:21]1)(C1C=CC=CC=1)(C1C=CC=CC=1)C1C=CC=CC=1.FC(F)(F)C(O)=O. The catalyst is C(Cl)Cl. The product is [NH:20]1[CH:24]=[C:23]([C:25]2[C:26]([NH2:32])=[N:27][C:28]([NH2:31])=[CH:29][CH:30]=2)[CH:22]=[N:21]1. The yield is 0.600. (3) The reactants are [CH3:1][O:2][C:3](=[O:23])[CH2:4][C:5]1[C:14]([CH3:15])=[C:13]([CH:16]2[CH2:21][CH2:20][NH:19][CH2:18][CH2:17]2)[C:12]2[C:7](=[CH:8][CH:9]=[C:10]([F:22])[CH:11]=2)[CH:6]=1.[Cl:24][C:25]1[CH:33]=[C:32]([Cl:34])[CH:31]=[CH:30][C:26]=1[C:27](Cl)=[O:28].C(N(CC)C(C)C)(C)C. The catalyst is ClCCl.O.[Cl-].[Na+].O. The product is [CH3:1][O:2][C:3](=[O:23])[CH2:4][C:5]1[C:14]([CH3:15])=[C:13]([CH:16]2[CH2:17][CH2:18][N:19]([C:27](=[O:28])[C:26]3[CH:30]=[CH:31][C:32]([Cl:34])=[CH:33][C:25]=3[Cl:24])[CH2:20][CH2:21]2)[C:12]2[C:7](=[CH:8][CH:9]=[C:10]([F:22])[CH:11]=2)[CH:6]=1. The yield is 0.650. (4) The reactants are CN(C)[CH2:3][CH2:4][C:5]([C:7]1[CH:12]=[CH:11][CH:10]=[C:9]([F:13])[CH:8]=1)=[O:6].[Br:15][C:16]1[CH:21]=[CH:20][C:19]([C@@H:22]([NH2:24])[CH3:23])=[CH:18][CH:17]=1. The catalyst is CCO.O. The product is [Br:15][C:16]1[CH:21]=[CH:20][C:19]([C@@H:22]([NH:24][CH2:3][CH2:4][C:5]([C:7]2[CH:12]=[CH:11][CH:10]=[C:9]([F:13])[CH:8]=2)=[O:6])[CH3:23])=[CH:18][CH:17]=1. The yield is 0.200. (5) The reactants are [NH2:1][C:2]1[C:11]2[C:6](=[C:7](Br)[CH:8]=[CH:9][CH:10]=2)[N:5]=[N:4][C:3]=1[C:13]([NH:15][CH2:16][CH2:17][CH3:18])=[O:14].[N:19]1[CH:24]=[CH:23][CH:22]=[C:21](B(O)O)[CH:20]=1. No catalyst specified. The product is [NH2:1][C:2]1[C:11]2[C:6](=[C:7]([C:21]3[CH:20]=[N:19][CH:24]=[CH:23][CH:22]=3)[CH:8]=[CH:9][CH:10]=2)[N:5]=[N:4][C:3]=1[C:13]([NH:15][CH2:16][CH2:17][CH3:18])=[O:14]. The yield is 0.740.